The task is: Predict the product of the given reaction.. This data is from Forward reaction prediction with 1.9M reactions from USPTO patents (1976-2016). (1) Given the reactants [CH:1]([NH:14][C:15]([C:17]1[S:18][C:19]([C:22]2[N:26]([C:27]3[CH:32]=[CH:31][C:30]([O:33]C)=[CH:29][CH:28]=3)[C:25]3[CH:35]=[CH:36][CH:37]=[CH:38][C:24]=3[N:23]=2)=[CH:20][CH:21]=1)=[O:16])([C:8]1[CH:13]=[CH:12][CH:11]=[CH:10][CH:9]=1)[C:2]1[CH:7]=[CH:6][CH:5]=[CH:4][CH:3]=1.B(Br)(Br)Br, predict the reaction product. The product is: [CH:1]([NH:14][C:15]([C:17]1[S:18][C:19]([C:22]2[N:26]([C:27]3[CH:28]=[CH:29][C:30]([OH:33])=[CH:31][CH:32]=3)[C:25]3[CH:35]=[CH:36][CH:37]=[CH:38][C:24]=3[N:23]=2)=[CH:20][CH:21]=1)=[O:16])([C:2]1[CH:3]=[CH:4][CH:5]=[CH:6][CH:7]=1)[C:8]1[CH:9]=[CH:10][CH:11]=[CH:12][CH:13]=1. (2) Given the reactants Br[CH2:2][C:3]1[CH:8]=[CH:7][C:6]([CH2:9][CH2:10][NH:11][C:12]([C:14]2[CH:19]=[CH:18][C:17]([C:20]3[CH:25]=[CH:24][C:23]([Cl:26])=[CH:22][CH:21]=3)=[CH:16][CH:15]=2)=[O:13])=[CH:5][CH:4]=1.C([O-])([O-])=O.[K+].[K+].[NH:33]1[CH2:36][CH:35]([N:37]([CH2:40][CH3:41])[CH2:38][CH3:39])[CH2:34]1, predict the reaction product. The product is: [CH2:38]([N:37]([CH2:40][CH3:41])[CH:35]1[CH2:36][N:33]([CH2:2][C:3]2[CH:8]=[CH:7][C:6]([CH2:9][CH2:10][NH:11][C:12]([C:14]3[CH:19]=[CH:18][C:17]([C:20]4[CH:25]=[CH:24][C:23]([Cl:26])=[CH:22][CH:21]=4)=[CH:16][CH:15]=3)=[O:13])=[CH:5][CH:4]=2)[CH2:34]1)[CH3:39]. (3) Given the reactants [C:1]([C:5]1[CH:10]=[CH:9][C:8]([C:11]2[C:12]([C:24]3[CH:29]=[CH:28][C:27]([C:30]4[C:39]([C:40]5[CH:45]=[CH:44][C:43]([C:46]([CH3:49])([CH3:48])[CH3:47])=[CH:42][CH:41]=5)=[N:38][C:37]5[C:32](=[CH:33][CH:34]=[CH:35][C:36]=5[N+:50]([O-])=O)[N:31]=4)=[CH:26][CH:25]=3)=[N:13][C:14]3[C:19]([N:20]=2)=[C:18]([N+:21]([O-])=O)[CH:17]=[CH:16][CH:15]=3)=[CH:7][CH:6]=1)([CH3:4])([CH3:3])[CH3:2].[H][H], predict the reaction product. The product is: [C:46]([C:43]1[CH:42]=[CH:41][C:40]([C:39]2[C:30]([C:27]3[CH:26]=[CH:25][C:24]([C:12]4[C:11]([C:8]5[CH:7]=[CH:6][C:5]([C:1]([CH3:4])([CH3:3])[CH3:2])=[CH:10][CH:9]=5)=[N:20][C:19]5[C:14](=[CH:15][CH:16]=[CH:17][C:18]=5[NH2:21])[N:13]=4)=[CH:29][CH:28]=3)=[N:31][C:32]3[C:37]([N:38]=2)=[C:36]([NH2:50])[CH:35]=[CH:34][CH:33]=3)=[CH:45][CH:44]=1)([CH3:49])([CH3:48])[CH3:47]. (4) The product is: [Br:1][C:2]1[CH:11]=[CH:10][C:9]([C:12]([F:13])([F:14])[F:15])=[CH:8][C:3]=1[CH2:4][N:5]([CH2:6][CH3:7])[C:23]([NH:22][CH2:21][C:20]1[CH:25]=[CH:26][C:17]([Cl:16])=[CH:18][CH:19]=1)=[O:24]. Given the reactants [Br:1][C:2]1[CH:11]=[CH:10][C:9]([C:12]([F:15])([F:14])[F:13])=[CH:8][C:3]=1[CH2:4][NH:5][CH2:6][CH3:7].[Cl:16][C:17]1[CH:26]=[CH:25][C:20]([CH2:21][N:22]=[C:23]=[O:24])=[CH:19][CH:18]=1, predict the reaction product. (5) Given the reactants [F:1][C:2]([F:16])([F:15])[C:3]1[CH:14]=[CH:13][CH:12]=[CH:11][C:4]=1[O:5][C@H:6]1[CH2:9][CH2:8][C@H:7]1[OH:10].C(N(CC)CC)C.[CH3:24][S:25](Cl)(=[O:27])=[O:26], predict the reaction product. The product is: [CH3:24][S:25]([O:10][C@@H:7]1[CH2:8][CH2:9][C@@H:6]1[O:5][C:4]1[CH:11]=[CH:12][CH:13]=[CH:14][C:3]=1[C:2]([F:15])([F:16])[F:1])(=[O:27])=[O:26]. (6) Given the reactants [Cl:1][C:2]1[CH:7]=[CH:6][C:5]([S:8][C:9]2[CH:14]=[CH:13][CH:12]=[CH:11][C:10]=2[NH:15][CH:16]2[CH2:21][CH2:20][N:19]([C:22](=[O:24])[CH3:23])[CH2:18][CH2:17]2)=[CH:4][CH:3]=1.ClC1C=CC=C(C(OO)=[O:33])C=1, predict the reaction product. The product is: [Cl:1][C:2]1[CH:7]=[CH:6][C:5]([S:8]([C:9]2[CH:14]=[CH:13][CH:12]=[CH:11][C:10]=2[NH:15][CH:16]2[CH2:17][CH2:18][N:19]([C:22](=[O:24])[CH3:23])[CH2:20][CH2:21]2)=[O:33])=[CH:4][CH:3]=1.